Predict the reaction yield, written as a fraction of the theoretical maximum amount of product (1.0 means a 100% yield; for example, 0.34 means a 34% yield). From a dataset of Reaction yield outcomes from USPTO patents with 853,638 reactions. (1) The reactants are Br[CH2:2][C:3]([C:5]1[CH:10]=[CH:9][CH:8]=[CH:7][CH:6]=1)=O.[NH2:11][C:12]([NH2:14])=[S:13]. The catalyst is CO. The product is [C:5]1([C:3]2[N:11]=[C:12]([NH2:14])[S:13][CH:2]=2)[CH:10]=[CH:9][CH:8]=[CH:7][CH:6]=1. The yield is 0.953. (2) The reactants are [CH2:1]([OH:5])[CH2:2][CH2:3][CH3:4].[CH3:6][N:7]1[C:11]([N:12]2[C:16]3=[N:17][CH:18]=[C:19]([C:21]([F:24])([F:23])[F:22])[CH:20]=[C:15]3[CH:14]=[CH:13]2)=[C:10]([CH2:25][CH2:26][S:27]([NH2:30])(=[O:29])=[O:28])[C:9]([CH3:31])=[N:8]1.N12CCCN=C1CCCCC2.[Cl-].[NH4+].CN(C)[CH:47]=[O:48]. The catalyst is CN(C)C1C=CN=CC=1. The product is [CH3:6][N:7]1[C:11]([N:12]2[C:16]3=[N:17][CH:18]=[C:19]([C:21]([F:23])([F:22])[F:24])[CH:20]=[C:15]3[CH:14]=[CH:13]2)=[C:10]([CH2:25][CH2:26][S:27]([NH:30][C:47](=[O:48])[O:5][CH2:1][CH2:2][CH2:3][CH3:4])(=[O:28])=[O:29])[C:9]([CH3:31])=[N:8]1. The yield is 0.430. (3) The reactants are Cl[C:2]1[N:3]=[C:4]([C:12]([O:14][CH2:15][CH3:16])=[O:13])[C:5]2[CH:10]=[CH:9][N:8]([CH3:11])[C:6]=2[N:7]=1.F[B-](F)(F)[C:19]1[CH:24]=[CH:23][CH:22]=[C:21]([C:25]#[C:26][C@:27]2([OH:34])[CH2:31][CH2:30][N:29]([CH3:32])[C:28]2=[O:33])[CH:20]=1.[K+]. No catalyst specified. The product is [OH:34][C@@:27]1([C:26]#[C:25][C:21]2[CH:20]=[C:19]([C:2]3[N:3]=[C:4]([C:12]([O:14][CH2:15][CH3:16])=[O:13])[C:5]4[CH:10]=[CH:9][N:8]([CH3:11])[C:6]=4[N:7]=3)[CH:24]=[CH:23][CH:22]=2)[CH2:31][CH2:30][N:29]([CH3:32])[C:28]1=[O:33]. The yield is 0.290. (4) The reactants are [NH:1]1[C:9]2[C:4](=[CH:5][CH:6]=[CH:7][CH:8]=2)[CH2:3][CH2:2]1.Br[CH2:11][C:12]([O:14][CH2:15][CH3:16])=[O:13].C(=O)([O-])[O-].[K+].[K+].CN(C)C=O. The catalyst is C(OCC)(=O)C. The product is [N:1]1([CH2:11][C:12]([O:14][CH2:15][CH3:16])=[O:13])[C:9]2[C:4](=[CH:5][CH:6]=[CH:7][CH:8]=2)[CH2:3][CH2:2]1. The yield is 0.730. (5) The product is [CH:2]([C:3]1[CH:8]=[CH:7][C:6]([CH2:9][C:10]([OH:12])=[O:11])=[CH:5][CH:4]=1)=[O:1]. The catalyst is C(Cl)(Cl)Cl.[O-2].[O-2].[Mn+4]. The reactants are [OH:1][CH2:2][C:3]1[CH:8]=[CH:7][C:6]([CH2:9][C:10]([OH:12])=[O:11])=[CH:5][CH:4]=1. The yield is 0.590. (6) The reactants are Br[CH:2]([C:14]1[CH:19]=[CH:18][CH:17]=[CH:16][CH:15]=1)[C:3]([O:5][C@H:6]([C:8]1[CH:13]=[CH:12][CH:11]=[CH:10][CH:9]=1)[CH3:7])=[O:4].C(N(CC)CC)C.[CH3:27][C:28]1([OH:34])[CH2:33][CH2:32][NH:31][CH2:30][CH2:29]1. The catalyst is C1COCC1.[I-].C([N+](CCCC)(CCCC)CCCC)CCC.C(OCC)(=O)C. The product is [OH:34][C:28]1([CH3:27])[CH2:33][CH2:32][N:31]([C@H:2]([C:14]2[CH:19]=[CH:18][CH:17]=[CH:16][CH:15]=2)[C:3]([O:5][C@H:6]([C:8]2[CH:13]=[CH:12][CH:11]=[CH:10][CH:9]=2)[CH3:7])=[O:4])[CH2:30][CH2:29]1. The yield is 0.600. (7) The reactants are [NH2:1][C:2]1[CH:25]=[CH:24][C:23]([N:26]2[CH2:31][CH2:30][CH2:29][CH2:28][CH2:27]2)=[CH:22][C:3]=1[C:4]([NH:6][C:7]1[CH:11]=[CH:10][N:9]([C:12]2[CH:17]=[CH:16][CH:15]=[C:14]([C:18]([F:21])([F:20])[F:19])[CH:13]=2)[N:8]=1)=[O:5].[CH3:32][N:33]([CH2:45][CH2:46][N:47]1[CH2:52][CH2:51][O:50][CH2:49][CH2:48]1)[C:34]([C:36]1[CH:37]=[C:38]([CH:42]=[CH:43][CH:44]=1)[C:39](O)=[O:40])=[O:35].CCN=C=NCCCN(C)C.Cl. The catalyst is CN(C)C1C=CN=CC=1.ClCCl. The product is [CH3:32][N:33]([CH2:45][CH2:46][N:47]1[CH2:52][CH2:51][O:50][CH2:49][CH2:48]1)[C:34](=[O:35])[C:36]1[CH:44]=[CH:43][CH:42]=[C:38]([C:39]([NH:1][C:2]2[CH:25]=[CH:24][C:23]([N:26]3[CH2:31][CH2:30][CH2:29][CH2:28][CH2:27]3)=[CH:22][C:3]=2[C:4](=[O:5])[NH:6][C:7]2[CH:11]=[CH:10][N:9]([C:12]3[CH:17]=[CH:16][CH:15]=[C:14]([C:18]([F:20])([F:21])[F:19])[CH:13]=3)[N:8]=2)=[O:40])[CH:37]=1. The yield is 0.660. (8) The reactants are ClC(OC(=O)OC(Cl)(Cl)Cl)(Cl)Cl.[CH2:13]([O:16][C:17]1[C:25]([O:26][CH3:27])=[C:24]([N+:28]([O-:30])=[O:29])[CH:23]=[CH:22][C:18]=1[C:19]([OH:21])=O)[CH:14]=[CH2:15].N1C(C)=CC(C)=CC=1C.[CH2:40]([O:43][C:44]1[C:55]([O:56][CH3:57])=[C:54]([NH2:58])[CH:53]=[CH:52][C:45]=1[C:46]([O:48][CH2:49][CH:50]=[CH2:51])=[O:47])[CH:41]=[CH2:42].CCN(C(C)C)C(C)C. The catalyst is C1COCC1. The product is [CH2:40]([O:43][C:44]1[C:55]([O:56][CH3:57])=[C:54]([NH:58][C:19](=[O:21])[C:18]2[CH:22]=[CH:23][C:24]([N+:28]([O-:30])=[O:29])=[C:25]([O:26][CH3:27])[C:17]=2[O:16][CH2:13][CH:14]=[CH2:15])[CH:53]=[CH:52][C:45]=1[C:46]([O:48][CH2:49][CH:50]=[CH2:51])=[O:47])[CH:41]=[CH2:42]. The yield is 0.910.